This data is from Full USPTO retrosynthesis dataset with 1.9M reactions from patents (1976-2016). The task is: Predict the reactants needed to synthesize the given product. (1) Given the product [CH2:16]([NH:19][C:1](=[O:15])[O:10][C:11]([CH3:12])([CH3:13])[CH3:14])[C:17]#[CH:18], predict the reactants needed to synthesize it. The reactants are: [C:1](=[O:15])([O:10][C:11]([CH3:14])([CH3:13])[CH3:12])O[C:1]([O:10][C:11]([CH3:14])([CH3:13])[CH3:12])=[O:15].[CH2:16]([NH2:19])[C:17]#[CH:18]. (2) Given the product [CH2:19]([O:18][C:16]([C:11]1([CH2:7][CH:1]2[CH2:6][CH2:5]2)[S:12][CH2:13][CH2:14][CH2:15][S:10]1)=[O:17])[CH3:20], predict the reactants needed to synthesize it. The reactants are: [C:1]1([CH3:7])[CH:6]=[CH:5]C=CC=1.[H-].[Na+].[S:10]1[CH2:15][CH2:14][CH2:13][S:12][CH:11]1[C:16]([O:18][CH2:19][CH3:20])=[O:17].BrCC1CC1. (3) The reactants are: C[O:2][C:3](=[O:35])[CH2:4][C:5]1[CH:10]=[CH:9][C:8]([O:11][CH3:12])=[C:7]([O:13][C:14]2[CH:19]=[CH:18][C:17]([Br:20])=[CH:16][C:15]=2[CH2:21][N:22]2[C@@H:26]([CH3:27])[C@@H:25]([C:28]3[CH:33]=[CH:32][CH:31]=[CH:30][CH:29]=3)[O:24][C:23]2=[O:34])[CH:6]=1.CC1(C)C(C)(C)OB(C2C=NNC=2)O1. Given the product [Br:20][C:17]1[CH:18]=[CH:19][C:14]([O:13][C:7]2[CH:6]=[C:5]([CH2:4][C:3]([OH:35])=[O:2])[CH:10]=[CH:9][C:8]=2[O:11][CH3:12])=[C:15]([CH2:21][N:22]2[C@@H:26]([CH3:27])[C@@H:25]([C:28]3[CH:33]=[CH:32][CH:31]=[CH:30][CH:29]=3)[O:24][C:23]2=[O:34])[CH:16]=1, predict the reactants needed to synthesize it. (4) Given the product [Cl:8][C:7]1[C:2]([NH:20][S:17]([C:12]2[CH:13]=[CH:14][CH:15]=[CH:16][C:11]=2[C:10]([F:9])([F:22])[F:21])(=[O:18])=[O:19])=[N:3][CH:4]=[CH:5][N:6]=1, predict the reactants needed to synthesize it. The reactants are: Cl[C:2]1[C:7]([Cl:8])=[N:6][CH:5]=[CH:4][N:3]=1.[F:9][C:10]([F:22])([F:21])[C:11]1[CH:16]=[CH:15][CH:14]=[CH:13][C:12]=1[S:17]([NH2:20])(=[O:19])=[O:18]. (5) Given the product [Br:9][C:10]1[N:15]=[C:14]([CH2:16][N:1]2[CH2:5][CH2:4][CH2:3][CH:2]2[C:6]([OH:8])=[O:7])[CH:13]=[CH:12][CH:11]=1, predict the reactants needed to synthesize it. The reactants are: [NH:1]1[CH2:5][CH2:4][CH2:3][CH:2]1[C:6]([OH:8])=[O:7].[Br:9][C:10]1[N:15]=[C:14]([CH:16]=O)[CH:13]=[CH:12][CH:11]=1.